From a dataset of Peptide-MHC class II binding affinity with 134,281 pairs from IEDB. Regression. Given a peptide amino acid sequence and an MHC pseudo amino acid sequence, predict their binding affinity value. This is MHC class II binding data. (1) The peptide sequence is GRLIQNSITIERMVL. The MHC is DRB1_0802 with pseudo-sequence DRB1_0802. The binding affinity (normalized) is 0.481. (2) The peptide sequence is LSSTGSSCLFVLILF. The MHC is HLA-DQA10102-DQB10602 with pseudo-sequence HLA-DQA10102-DQB10602. The binding affinity (normalized) is 0.436.